Dataset: Reaction yield outcomes from USPTO patents with 853,638 reactions. Task: Predict the reaction yield, written as a fraction of the theoretical maximum amount of product (1.0 means a 100% yield; for example, 0.34 means a 34% yield). (1) The reactants are C[O:2][C:3]1[CH:8]=[CH:7][C:6]([N:9]2[CH2:14][CH2:13][N:12]([C:15]3[CH:20]=[CH:19][C:18]([N:21]4[C:25](=[O:26])[N:24](C(CCC)C)[N:23]=[CH:22]4)=[CH:17][CH:16]=3)[CH2:11][CH2:10]2)=[CH:5][CH:4]=1. The catalyst is Br. The product is [OH:2][C:3]1[CH:4]=[CH:5][C:6]([N:9]2[CH2:10][CH2:11][N:12]([C:15]3[CH:16]=[CH:17][C:18]([N:21]4[C:25](=[O:26])[N:24]([CH2:5][CH2:4][CH2:3][CH2:8][CH3:7])[N:23]=[CH:22]4)=[CH:19][CH:20]=3)[CH2:13][CH2:14]2)=[CH:7][CH:8]=1. The yield is 0.970. (2) The reactants are [CH2:1]([O:8][C:9]1[CH:14]=[CH:13][CH:12]=[CH:11][C:10]=1[CH2:15][CH2:16][CH2:17][CH2:18][CH2:19][CH2:20][CH2:21][S:22](Cl)(=[O:24])=[O:23])[C:2]1[CH:7]=[CH:6][CH:5]=[CH:4][CH:3]=1.[NH4+].[F-:27]. The catalyst is CC(C)=O. The product is [CH2:1]([O:8][C:9]1[CH:14]=[CH:13][CH:12]=[CH:11][C:10]=1[CH2:15][CH2:16][CH2:17][CH2:18][CH2:19][CH2:20][CH2:21][S:22]([F:27])(=[O:24])=[O:23])[C:2]1[CH:7]=[CH:6][CH:5]=[CH:4][CH:3]=1. The yield is 0.920. (3) The reactants are [NH2:1][CH2:2][C:3]([NH:5][C:6]1[CH:11]=[CH:10][CH:9]=[C:8]([NH:12][C:13]2[N:18]=[C:17]([C:19]3[C:27]4[C:22](=[CH:23][CH:24]=[CH:25][CH:26]=4)[NH:21][CH:20]=3)[C:16]([Cl:28])=[CH:15][N:14]=2)[CH:7]=1)=[O:4].[C:29](O)([C:31](F)(F)F)=[O:30].[CH3:36][CH2:37][N:38]([CH:42](C)C)[CH:39](C)C.BrC/C=C/C(Cl)=O.CNC. The catalyst is C1COCC1.C(Cl)Cl. The product is [Cl:28][C:16]1[C:17]([C:19]2[C:27]3[C:22](=[CH:23][CH:24]=[CH:25][CH:26]=3)[NH:21][CH:20]=2)=[N:18][C:13]([NH:12][C:8]2[CH:7]=[C:6]([NH:5][C:3](=[O:4])[CH2:2][NH:1][C:29](=[O:30])/[CH:31]=[CH:36]/[CH2:37][N:38]([CH3:42])[CH3:39])[CH:11]=[CH:10][CH:9]=2)=[N:14][CH:15]=1. The yield is 0.400. (4) The reactants are FC(F)(F)C(O)=O.C([SiH](CC)CC)C.[CH2:15]([CH:17]1[O:22][C:21]2[CH:23]=[C:24]([C:27]3[CH:28]=[N:29][C:30]([N:33]4[CH2:37][CH2:36][CH:35]([CH2:38][C:39]([O:41]CCCC)=[O:40])[CH2:34]4)=[N:31][CH:32]=3)[CH:25]=[CH:26][C:20]=2[N:19]([C:46](=[O:54])[NH:47][C:48]2[CH:53]=[CH:52][CH:51]=[CH:50][CH:49]=2)[CH2:18]1)[CH3:16]. The catalyst is C(Cl)Cl. The product is [CH2:15]([CH:17]1[O:22][C:21]2[CH:23]=[C:24]([C:27]3[CH:28]=[N:29][C:30]([N:33]4[CH2:37][CH2:36][CH:35]([CH2:38][C:39]([OH:41])=[O:40])[CH2:34]4)=[N:31][CH:32]=3)[CH:25]=[CH:26][C:20]=2[N:19]([C:46](=[O:54])[NH:47][C:48]2[CH:53]=[CH:52][CH:51]=[CH:50][CH:49]=2)[CH2:18]1)[CH3:16]. The yield is 0.420.